From a dataset of Forward reaction prediction with 1.9M reactions from USPTO patents (1976-2016). Predict the product of the given reaction. Given the reactants [Cl:1][C:2]1[C:3](=[O:33])[N:4]([CH2:19][CH2:20][C:21]2[CH:26]=[CH:25][C:24]([C:27]3[O:28][C:29](=[O:32])[NH:30][N:31]=3)=[CH:23][CH:22]=2)[C:5]([CH2:9][N:10]2[CH2:14][CH2:13][CH2:12][C@@H:11]2[CH2:15][CH:16]([CH3:18])[CH3:17])=[C:6]([Cl:8])[CH:7]=1.C(OCC)(=O)C.Cl, predict the reaction product. The product is: [ClH:1].[Cl:1][C:2]1[C:3](=[O:33])[N:4]([CH2:19][CH2:20][C:21]2[CH:22]=[CH:23][C:24]([C:27]3[O:28][C:29](=[O:32])[NH:30][N:31]=3)=[CH:25][CH:26]=2)[C:5]([CH2:9][N:10]2[CH2:14][CH2:13][CH2:12][C@@H:11]2[CH2:15][CH:16]([CH3:17])[CH3:18])=[C:6]([Cl:8])[CH:7]=1.